This data is from Forward reaction prediction with 1.9M reactions from USPTO patents (1976-2016). The task is: Predict the product of the given reaction. (1) The product is: [NH2:1][C:4]1[N:9]=[CH:8][C:7]([N:10]2[CH2:15][CH2:14][N:13]([C:16]([O:18][C:19]([CH3:22])([CH3:21])[CH3:20])=[O:17])[CH2:12][CH2:11]2)=[CH:6][CH:5]=1. Given the reactants [N+:1]([C:4]1[N:9]=[CH:8][C:7]([N:10]2[CH2:15][CH2:14][N:13]([C:16]([O:18][C:19]([CH3:22])([CH3:21])[CH3:20])=[O:17])[CH2:12][CH2:11]2)=[CH:6][CH:5]=1)([O-])=O.O, predict the reaction product. (2) Given the reactants C[O:2][C:3](=[O:35])[C@@H:4]([O:32][CH2:33][CH3:34])[CH2:5][C:6]1[CH:11]=[CH:10][C:9]([O:12][CH2:13][C:14]2[S:18][C:17]([C:19]3[CH:24]=[CH:23][C:22]([C:25]([F:28])([F:27])[F:26])=[CH:21][CH:20]=3)=[N:16][C:15]=2[CH3:29])=[CH:8][C:7]=1[CH2:30][CH3:31].[Li+].[OH-], predict the reaction product. The product is: [CH2:33]([O:32][C@@H:4]([CH2:5][C:6]1[CH:11]=[CH:10][C:9]([O:12][CH2:13][C:14]2[S:18][C:17]([C:19]3[CH:20]=[CH:21][C:22]([C:25]([F:26])([F:27])[F:28])=[CH:23][CH:24]=3)=[N:16][C:15]=2[CH3:29])=[CH:8][C:7]=1[CH2:30][CH3:31])[C:3]([OH:35])=[O:2])[CH3:34]. (3) Given the reactants Br[C:2]1[C:3]([C:39]([F:42])([F:41])[F:40])=[N:4][N:5]([CH2:9][C:10]([NH:12][C@H:13]([C:23]2[C:28]([C:29]3[CH:30]=[CH:31][C:32]([F:38])=[C:33]([CH:37]=3)[C:34]([NH2:36])=[O:35])=[CH:27][CH:26]=[CH:25][N:24]=2)[CH2:14][C:15]2[CH:20]=[C:19]([F:21])[CH:18]=[C:17]([F:22])[CH:16]=2)=[O:11])[C:6]=1[CH2:7][CH3:8].BrC1C(C(F)(F)F)=NN(CC(N[C@H](C2C(C3C=CC(F)=C(C=3)C(N)=O)=CC=CN=2)[CH2:54][C:55]2[CH:60]=C(F)C=C(F)C=2)=O)C=1, predict the reaction product. The product is: [CH:60]1([C:2]2[C:3]([C:39]([F:40])([F:41])[F:42])=[N:4][N:5]([CH2:9][C:10]([NH:12][C@H:13]([C:23]3[C:28]([C:29]4[CH:30]=[CH:31][C:32]([F:38])=[C:33]([CH:37]=4)[C:34]([NH2:36])=[O:35])=[CH:27][CH:26]=[CH:25][N:24]=3)[CH2:14][C:15]3[CH:16]=[C:17]([F:22])[CH:18]=[C:19]([F:21])[CH:20]=3)=[O:11])[C:6]=2[CH2:7][CH3:8])[CH2:55][CH2:54]1.